This data is from Full USPTO retrosynthesis dataset with 1.9M reactions from patents (1976-2016). The task is: Predict the reactants needed to synthesize the given product. (1) Given the product [F:26][C:23]1[CH:22]=[CH:21][C:20]([CH2:19][C:14]2[CH:15]=[CH:16][CH:17]=[CH:18][C:13]=2[CH2:12][N:10]([CH3:11])[C:8]([CH:7]=[C:5]([OH:6])[C:4]([OH:27])=[O:3])=[O:9])=[CH:25][CH:24]=1, predict the reactants needed to synthesize it. The reactants are: CC1(C)[O:6][C:5](=[CH:7][C:8]([N:10]([CH2:12][C:13]2[CH:18]=[CH:17][CH:16]=[CH:15][C:14]=2[CH2:19][C:20]2[CH:25]=[CH:24][C:23]([F:26])=[CH:22][CH:21]=2)[CH3:11])=[O:9])[C:4](=[O:27])[O:3]1.N#N. (2) Given the product [Cl:1][C:2]1[CH:11]=[C:10]2[C:5]([C:6]([O:42][CH3:43])=[CH:7][N:8]=[C:9]2[O:12][C@H:13]2[CH2:17][NH:16][C@H:15]([C:25]([NH:26][C@:27]3([C:32](=[O:40])[NH:33][S:34]([CH:37]4[CH2:39][CH2:38]4)(=[O:36])=[O:35])[CH2:29][C@H:28]3[CH:30]=[CH2:31])=[O:41])[CH2:14]2)=[CH:4][CH:3]=1, predict the reactants needed to synthesize it. The reactants are: [Cl:1][C:2]1[CH:11]=[C:10]2[C:5]([C:6]([O:42][CH3:43])=[CH:7][N:8]=[C:9]2[O:12][C@H:13]2[CH2:17][N:16](C(OC(C)(C)C)=O)[C@H:15]([C:25](=[O:41])[NH:26][C@:27]3([C:32](=[O:40])[NH:33][S:34]([CH:37]4[CH2:39][CH2:38]4)(=[O:36])=[O:35])[CH2:29][C@H:28]3[CH:30]=[CH2:31])[CH2:14]2)=[CH:4][CH:3]=1.Cl. (3) Given the product [Cl:22][C:17]1[CH:16]=[C:15]([NH:14][C:5]2[C:4]3[C:9](=[CH:10][CH:11]=[C:2]([NH:1][CH2:29][C:26]4[CH:25]=[C:24]([CH3:23])[NH:28][N:27]=4)[CH:3]=3)[N:8]=[CH:7][C:6]=2[C:12]#[N:13])[CH:20]=[CH:19][C:18]=1[F:21], predict the reactants needed to synthesize it. The reactants are: [NH2:1][C:2]1[CH:3]=[C:4]2[C:9](=[CH:10][CH:11]=1)[N:8]=[CH:7][C:6]([C:12]#[N:13])=[C:5]2[NH:14][C:15]1[CH:20]=[CH:19][C:18]([F:21])=[C:17]([Cl:22])[CH:16]=1.[CH3:23][C:24]1[NH:28][N:27]=[C:26]([CH:29]=O)[CH:25]=1.[BH3-]C#N.[Na+]. (4) Given the product [CH2:10]([O:12][C:13](=[O:16])[CH2:14][NH:7][CH2:6][C:5]1[CH:8]=[CH:9][C:2]([F:1])=[CH:3][CH:4]=1)[CH3:11], predict the reactants needed to synthesize it. The reactants are: [F:1][C:2]1[CH:9]=[CH:8][C:5]([CH2:6][NH2:7])=[CH:4][CH:3]=1.[CH2:10]([O:12][C:13](=[O:16])[CH2:14]Br)[CH3:11]. (5) Given the product [N:1]1[O:2][N:3]=[C:4]2[CH:9]=[C:8]([C:10](=[O:12])[CH2:11][Br:20])[CH:7]=[CH:6][C:5]=12, predict the reactants needed to synthesize it. The reactants are: [N:1]1[O:2][N:3]=[C:4]2[CH:9]=[C:8]([C:10](=[O:12])[CH3:11])[CH:7]=[CH:6][C:5]=12.C1C(=O)N([Br:20])C(=O)C1.C([O-])(=O)C.[NH4+].N1ON=C2C=C(C(=O)CN3CCN(C(=O)CC4C=CC(N5C=NN=N5)=CC=4)CC3)C=CC=12.N1ON=C2C=C(C(=O)CBr)C=CC=12.Cl.N1(C(=O)CC2C=CC(N3C=NN=N3)=CC=2)CCNCC1.CCN(C(C)C)C(C)C. (6) Given the product [C:23]([O:22][C:20](=[O:21])[NH:19][C@@H:15]1[CH2:14][CH2:13][C@@H:12]([CH3:27])[NH:11][CH2:17][C@H:16]1[OH:18])([CH3:25])([CH3:24])[CH3:26], predict the reactants needed to synthesize it. The reactants are: C(OC([N:11]1[CH2:17][C@@H:16]([OH:18])[C@H:15]([NH:19][C:20]([O:22][C:23]([CH3:26])([CH3:25])[CH3:24])=[O:21])[CH2:14][CH2:13][C@H:12]1[CH3:27])=O)C1C=CC=CC=1. (7) Given the product [C:1]([O:5][C:6](=[O:18])[CH:7]=[CH:8][C:9]1[CH:14]=[CH:13][C:12]([O:15][CH2:19][C:20]2[CH:25]=[CH:24][CH:23]=[CH:22][CH:21]=2)=[CH:11][C:10]=1[CH:16]=[O:17])([CH3:4])([CH3:2])[CH3:3], predict the reactants needed to synthesize it. The reactants are: [C:1]([O:5][C:6](=[O:18])[CH:7]=[CH:8][C:9]1[CH:14]=[CH:13][C:12]([OH:15])=[CH:11][C:10]=1[CH:16]=[O:17])([CH3:4])([CH3:3])[CH3:2].[CH2:19](Br)[C:20]1[CH:25]=[CH:24][CH:23]=[CH:22][CH:21]=1.C([O-])([O-])=O.[Cs+].[Cs+].